From a dataset of Full USPTO retrosynthesis dataset with 1.9M reactions from patents (1976-2016). Predict the reactants needed to synthesize the given product. (1) The reactants are: Br[C:2]1[CH:7]=[CH:6][C:5]([C:8]2[NH:13][C:12](=[O:14])[NH:11][CH:10]([C:15]3[CH:20]=[C:19]([N+:21]([O-:23])=[O:22])[C:18]([OH:24])=[C:17]([O:25][CH2:26][CH3:27])[CH:16]=3)[C:9]=2[C:28]2[CH:33]=[CH:32][CH:31]=[CH:30][CH:29]=2)=[CH:4][CH:3]=1.C(OC1C=C(C=[C:43]([N+:46]([O-])=O)C=1O)C=O)C.NC(N)=O.Cl. Given the product [CH2:26]([O:25][C:17]1[CH:16]=[C:15]([CH:10]2[C:9]([C:28]3[CH:33]=[CH:32][CH:31]=[CH:30][C:29]=3[C:43]#[N:46])=[C:8]([C:5]3[CH:6]=[CH:7][CH:2]=[CH:3][CH:4]=3)[NH:13][C:12](=[O:14])[NH:11]2)[CH:20]=[C:19]([N+:21]([O-:23])=[O:22])[C:18]=1[OH:24])[CH3:27], predict the reactants needed to synthesize it. (2) Given the product [ClH:25].[CH3:1][C:2]1[C:7]([O:8][C:9]2[CH:10]=[C:11]3[C:15](=[CH:16][CH:17]=2)[CH2:14][C@H:13]([NH:18][S:19]([CH:22]([CH3:24])[CH3:23])(=[O:21])=[O:20])[CH2:12]3)=[CH:6][CH:5]=[CH:4][N:3]=1, predict the reactants needed to synthesize it. The reactants are: [CH3:1][C:2]1[C:7]([O:8][C:9]2[CH:10]=[C:11]3[C:15](=[CH:16][CH:17]=2)[CH2:14][C@H:13]([NH:18][S:19]([CH:22]([CH3:24])[CH3:23])(=[O:21])=[O:20])[CH2:12]3)=[CH:6][CH:5]=[CH:4][N:3]=1.[ClH:25].